This data is from Full USPTO retrosynthesis dataset with 1.9M reactions from patents (1976-2016). The task is: Predict the reactants needed to synthesize the given product. Given the product [CH2:36]([O:38][C:39]([CH:41]1[CH2:46][CH2:45][N:44]([C:12](=[O:13])[C@@H:11]([NH:15][S:16]([C:19]2[CH:24]=[CH:23][CH:22]=[C:21]([N:25]3[CH2:30][CH2:29][CH2:28][CH2:27][C:26]3=[O:31])[C:20]=2[O:32][CH:33]([F:34])[F:35])(=[O:18])=[O:17])[CH2:10][NH:9][C:7]([C:5]2[S:6][C:2]([Cl:1])=[CH:3][CH:4]=2)=[O:8])[CH2:43][CH2:42]1)=[O:40])[CH3:37], predict the reactants needed to synthesize it. The reactants are: [Cl:1][C:2]1[S:6][C:5]([C:7]([NH:9][CH2:10][C@H:11]([NH:15][S:16]([C:19]2[CH:24]=[CH:23][CH:22]=[C:21]([N:25]3[CH2:30][CH2:29][CH2:28][CH2:27][C:26]3=[O:31])[C:20]=2[O:32][CH:33]([F:35])[F:34])(=[O:18])=[O:17])[C:12](O)=[O:13])=[O:8])=[CH:4][CH:3]=1.[CH2:36]([O:38][C:39]([CH:41]1[CH2:46][CH2:45][NH:44][CH2:43][CH2:42]1)=[O:40])[CH3:37].